Dataset: Full USPTO retrosynthesis dataset with 1.9M reactions from patents (1976-2016). Task: Predict the reactants needed to synthesize the given product. Given the product [CH3:15][CH:11]1[CH2:12][CH2:13][CH2:14][N:10]1[CH2:9][CH2:8][CH2:7][O:6][C:5]1[CH:16]=[CH:17][C:2]([N:45]2[C@H:41]([CH2:40][N:34]3[CH2:35][CH2:36][CH2:37][CH2:38][CH2:39]3)[CH2:42][CH2:43][C:44]2=[O:46])=[CH:3][CH:4]=1, predict the reactants needed to synthesize it. The reactants are: I[C:2]1[CH:17]=[CH:16][C:5]([O:6][CH2:7][CH2:8][CH2:9][N:10]2[CH2:14][CH2:13][CH2:12][CH:11]2[CH3:15])=[CH:4][CH:3]=1.P([O-])([O-])([O-])=O.[K+].[K+].[K+].N[C@@H]1CCCC[C@H]1N.[N:34]1([CH2:40][C@H:41]2[NH:45][C:44](=[O:46])[CH2:43][CH2:42]2)[CH2:39][CH2:38][CH2:37][CH2:36][CH2:35]1.